From a dataset of Catalyst prediction with 721,799 reactions and 888 catalyst types from USPTO. Predict which catalyst facilitates the given reaction. (1) The catalyst class is: 80. Reactant: [CH2:1]([C:3]1[S:4][C:5]([C:15]2[CH:20]=[CH:19][N:18]=[C:17]([NH2:21])[CH:16]=2)=[C:6]([C:8]2[CH:13]=[CH:12][CH:11]=[C:10]([CH3:14])[CH:9]=2)[N:7]=1)[CH3:2].[CH2:22]([N:24]=[C:25]=[O:26])[CH3:23].C(=O)([O-])O.[Na+]. Product: [CH2:22]([NH:24][C:25]([NH:21][C:17]1[CH:16]=[C:15]([C:5]2[S:4][C:3]([CH2:1][CH3:2])=[N:7][C:6]=2[C:8]2[CH:13]=[CH:12][CH:11]=[C:10]([CH3:14])[CH:9]=2)[CH:20]=[CH:19][N:18]=1)=[O:26])[CH3:23]. (2) Reactant: [O:1]1[C:5]2[CH:6]=[CH:7][C:8]([C:10]([C:12]3[CH:17]=[CH:16][CH:15]=[CH:14][CH:13]=3)=[O:11])=[CH:9][C:4]=2[CH:3]=[CH:2]1.[CH3:18][Mg]Br.C(OCC)C. Product: [O:1]1[C:5]2[CH:6]=[CH:7][C:8]([C:10]([C:12]3[CH:13]=[CH:14][CH:15]=[CH:16][CH:17]=3)([OH:11])[CH3:18])=[CH:9][C:4]=2[CH:3]=[CH:2]1. The catalyst class is: 1. (3) Reactant: [N+:1]([C:4]1[CH:12]=[CH:11][CH:10]=[C:9]2[C:5]=1[CH2:6][CH2:7][CH2:8]2)([O-])=O. Product: [CH2:8]1[C:9]2[C:5](=[C:4]([NH2:1])[CH:12]=[CH:11][CH:10]=2)[CH2:6][CH2:7]1. The catalyst class is: 19. (4) Reactant: C1C2C(COC([N:18]3[CH2:23][CH2:22][N:21]([C:24](=[O:60])[C@@H:25]([N:33]([CH2:48][C:49]4[CH:54]=[CH:53][C:52]([CH2:55][CH2:56][CH2:57][CH2:58][CH3:59])=[CH:51][CH:50]=4)[C:34](=[O:47])[CH:35]=[CH:36][C:37]4[CH:42]=[CH:41][C:40]([C:43]([F:46])([F:45])[F:44])=[CH:39][CH:38]=4)[CH2:26][C:27]4[CH:32]=[CH:31][CH:30]=[CH:29][CH:28]=4)[CH2:20][CH2:19]3)=O)C3C(=CC=CC=3)C=2C=CC=1.N1CCCCC1.CCOC(C)=O. Product: [CH2:26]([C@H:25]([N:33]([CH2:48][C:49]1[CH:50]=[CH:51][C:52]([CH2:55][CH2:56][CH2:57][CH2:58][CH3:59])=[CH:53][CH:54]=1)[C:34](=[O:47])[CH:35]=[CH:36][C:37]1[CH:42]=[CH:41][C:40]([C:43]([F:46])([F:45])[F:44])=[CH:39][CH:38]=1)[C:24](=[O:60])[N:21]1[CH2:20][CH2:19][NH:18][CH2:23][CH2:22]1)[C:27]1[CH:32]=[CH:31][CH:30]=[CH:29][CH:28]=1. The catalyst class is: 3.